From a dataset of Catalyst prediction with 721,799 reactions and 888 catalyst types from USPTO. Predict which catalyst facilitates the given reaction. (1) Reactant: [Cl:1][C:2]1[C:3]([F:12])=[CH:4][C:5]([OH:11])=[C:6]([C:8](=[O:10])[CH3:9])[CH:7]=1.[Br:13]N1C(=O)CCC1=O. Product: [Br:13][C:4]1[C:5]([OH:11])=[C:6]([C:8](=[O:10])[CH3:9])[CH:7]=[C:2]([Cl:1])[C:3]=1[F:12]. The catalyst class is: 15. (2) Reactant: [K+].C(OC([NH:9][C:10]([CH3:19])(/[CH:14]=[CH:15]\[CH2:16][C:17]#[N:18])[C:11]([O-:13])=[O:12])=O)(C)(C)C.[ClH:20]. The catalyst class is: 6. Product: [ClH:20].[NH2:9][C:10]([CH3:19])(/[CH:14]=[CH:15]\[CH2:16][C:17]#[N:18])[C:11]([OH:13])=[O:12]. (3) Reactant: [NH:1]([C:3]1[N:8]=[CH:7][CH:6]=[CH:5][N:4]=1)[NH2:2].C(N(CC)CC)C.C[O:17][C:18](=O)[N:19]=[C:20](SC)[C:21]([C:35]1[CH:44]=[C:43]([O:45][CH3:46])[C:38]2[O:39][CH2:40][CH2:41][O:42][C:37]=2[C:36]=1[F:47])=[N:22][C:23]1[CH:28]=[CH:27][C:26]([C:29]2[N:33]=[C:32]([CH3:34])[O:31][N:30]=2)=[CH:25][CH:24]=1. Product: [F:47][C:36]1[C:37]2[O:42][CH2:41][CH2:40][O:39][C:38]=2[C:43]([O:45][CH3:46])=[CH:44][C:35]=1[CH:21]([NH:22][C:23]1[CH:24]=[CH:25][C:26]([C:29]2[N:33]=[C:32]([CH3:34])[O:31][N:30]=2)=[CH:27][CH:28]=1)[C:20]1[NH:19][C:18](=[O:17])[N:1]([C:3]2[N:8]=[CH:7][CH:6]=[CH:5][N:4]=2)[N:2]=1. The catalyst class is: 3. (4) Reactant: [CH3:1][O:2][C:3](=[O:13])[CH2:4][C:5]1[CH:10]=[C:9]([OH:11])[CH:8]=[C:7]([OH:12])[CH:6]=1.C(=O)([O-])[O-].[K+].[K+].I[CH2:21][CH2:22][CH2:23][CH3:24]. Product: [CH3:1][O:2][C:3](=[O:13])[CH2:4][C:5]1[CH:10]=[C:9]([OH:11])[CH:8]=[C:7]([O:12][CH2:21][CH2:22][CH2:23][CH3:24])[CH:6]=1. The catalyst class is: 9. (5) Reactant: Cl[CH2:2][N:3]1[CH2:7][CH:6]([CH2:8][CH2:9][CH3:10])[CH2:5][C:4]1=[O:11].[NH3:12]. Product: [NH2:12][CH2:2][N:3]1[CH2:7][CH:6]([CH2:8][CH2:9][CH3:10])[CH2:5][C:4]1=[O:11]. The catalyst class is: 11. (6) Reactant: [C:1]([C:3]1[CH:4]=[C:5]([C:13]2[S:17][C:16]([C:18]3[CH:27]=[CH:26][CH:25]=[C:24]4[C:19]=3[CH2:20][CH2:21][CH2:22][C@H:23]4[NH:28][S:29]([CH2:32][C:33](OC)=[O:34])(=[O:31])=[O:30])=[N:15][N:14]=2)[CH:6]=[CH:7][C:8]=1[O:9][CH:10]([CH3:12])[CH3:11])#[N:2].[BH4-].[Na+].CO. Product: [C:1]([C:3]1[CH:4]=[C:5]([C:13]2[S:17][C:16]([C:18]3[CH:27]=[CH:26][CH:25]=[C:24]4[C:19]=3[CH2:20][CH2:21][CH2:22][C@H:23]4[NH:28][S:29]([CH2:32][CH2:33][OH:34])(=[O:30])=[O:31])=[N:15][N:14]=2)[CH:6]=[CH:7][C:8]=1[O:9][CH:10]([CH3:12])[CH3:11])#[N:2]. The catalyst class is: 1.